Dataset: Catalyst prediction with 721,799 reactions and 888 catalyst types from USPTO. Task: Predict which catalyst facilitates the given reaction. (1) Reactant: Br[C:2]1[CH:3]=[N:4][N:5]2[CH:10]=[CH:9][C:8]([NH:11][CH:12]([CH3:21])[CH2:13][CH2:14][CH2:15][N:16]([CH2:19][CH3:20])[CH2:17][CH3:18])=[N:7][C:6]=12.[Cl:22][C:23]1[CH:24]=[C:25](B(O)O)[CH:26]=[CH:27][CH:28]=1.CC1C=CC=CC=1P(C1C=CC=CC=1C)C1C=CC=CC=1C.C(=O)([O-])O.[Na+]. Product: [Cl:22][C:23]1[CH:28]=[C:27]([C:2]2[CH:3]=[N:4][N:5]3[CH:10]=[CH:9][C:8]([NH:11][CH:12]([CH3:21])[CH2:13][CH2:14][CH2:15][N:16]([CH2:19][CH3:20])[CH2:17][CH3:18])=[N:7][C:6]=23)[CH:26]=[CH:25][CH:24]=1. The catalyst class is: 57. (2) Reactant: [CH3:1][C:2]1[N:6]2[C:7]3[CH:12]=[CH:11][C:10]([Cl:13])=[CH:9][C:8]=3[C:14]([C:17]3[C:22]([F:23])=[CH:21][CH:20]=[CH:19][CH:18]=3)=[N:15][CH2:16][C:5]2=[CH:4][N:3]=1.[C:24]([OH:31])(=[O:30])/[CH:25]=[CH:26]\[C:27]([OH:29])=[O:28]. Product: [CH3:1][C:2]1[N:6]2[C:7]3[CH:12]=[CH:11][C:10]([Cl:13])=[CH:9][C:8]=3[C:14]([C:17]3[CH:18]=[CH:19][CH:20]=[CH:21][C:22]=3[F:23])=[N:15][CH2:16][C:5]2=[CH:4][N:3]=1.[CH:25](/[C:24]([OH:31])=[O:30])=[CH:26]/[C:27]([OH:29])=[O:28]. The catalyst class is: 90. (3) Reactant: [N:1]1[CH:6]=[CH:5][C:4](/[CH:7]=[CH:8]/[P:9](=[O:16])([O:13][CH2:14][CH3:15])[O:10][CH2:11][CH3:12])=[CH:3][CH:2]=1. Product: [N:1]1[CH:2]=[CH:3][C:4]([CH2:7][CH2:8][P:9](=[O:16])([O:10][CH2:11][CH3:12])[O:13][CH2:14][CH3:15])=[CH:5][CH:6]=1. The catalyst class is: 178. (4) Reactant: [Cl:1][C:2]1[C:10]2[N:9]=[C:8]3[NH:11][CH2:12][CH2:13][N:7]3[C:6]=2[C:5]([CH:14]([CH2:17][CH3:18])[CH2:15][CH3:16])=[CH:4][CH:3]=1.[H-].[Na+].[CH3:21][C:22]1[CH:27]=[C:26]([CH3:28])[C:25]([C:29](C)=[O:30])=[C:24]([CH3:32])[CH:23]=1. Product: [Cl:1][C:2]1[C:10]2[N:9]=[C:8]3[N:11]([C:29]([C:25]4[C:24]([CH3:32])=[CH:23][C:22]([CH3:21])=[CH:27][C:26]=4[CH3:28])=[O:30])[CH2:12][CH2:13][N:7]3[C:6]=2[C:5]([CH:14]([CH2:17][CH3:18])[CH2:15][CH3:16])=[CH:4][CH:3]=1. The catalyst class is: 35.